Dataset: Full USPTO retrosynthesis dataset with 1.9M reactions from patents (1976-2016). Task: Predict the reactants needed to synthesize the given product. (1) Given the product [F:1][C:2]1[CH:7]=[C:6]([F:8])[CH:5]=[CH:4][C:3]=1[N:9]1[C:13]([C:14]2[S:23][C:22]3[C:21]4[N:24]=[C:25]([C:28]5[CH:33]=[CH:32][C:31]([N:36]([CH3:37])[CH3:35])=[N:30][CH:29]=5)[CH:26]=[CH:27][C:20]=4[O:19][CH2:18][CH2:17][C:16]=3[CH:15]=2)=[N:12][CH:11]=[N:10]1, predict the reactants needed to synthesize it. The reactants are: [F:1][C:2]1[CH:7]=[C:6]([F:8])[CH:5]=[CH:4][C:3]=1[N:9]1[C:13]([C:14]2[S:23][C:22]3[C:21]4[N:24]=[C:25]([C:28]5[CH:29]=[N:30][C:31](F)=[CH:32][CH:33]=5)[CH:26]=[CH:27][C:20]=4[O:19][CH2:18][CH2:17][C:16]=3[CH:15]=2)=[N:12][CH:11]=[N:10]1.[CH3:35][NH:36][CH3:37]. (2) Given the product [CH2:26]([O:18][CH2:17][C:15]1[CH:14]=[CH:13][C:5]2[N:6]([CH2:7][O:8][CH2:9][CH2:10][O:11][CH3:12])[C:2]([Cl:1])=[N:3][C:4]=2[CH:16]=1)[C:27]1[CH:32]=[CH:31][CH:30]=[CH:29][CH:28]=1, predict the reactants needed to synthesize it. The reactants are: [Cl:1][C:2]1[N:6]([CH2:7][O:8][CH2:9][CH2:10][O:11][CH3:12])[C:5]2[CH:13]=[CH:14][C:15]([CH2:17][OH:18])=[CH:16][C:4]=2[N:3]=1.CN(C=O)C.[H-].[Na+].[CH2:26](Br)[C:27]1[CH:32]=[CH:31][CH:30]=[CH:29][CH:28]=1. (3) Given the product [NH:26]1[C:30]2[CH:31]=[C:32]([N:35]3[CH:39]([C:40]4[CH:45]=[CH:44][CH:43]=[C:42]([F:46])[C:41]=4[F:47])[C:38]([CH2:48][CH3:49])=[C:37]([O:50][CH3:3])[C:36]3=[O:51])[CH:33]=[CH:34][C:29]=2[N:28]=[CH:27]1, predict the reactants needed to synthesize it. The reactants are: [OH-].[K+].[CH3:3]C1C=CC(S(N(N=O)C)(=O)=O)=CC=1.C(O)CO.CCOCC.[NH:26]1[C:30]2[CH:31]=[C:32]([N:35]3[CH:39]([C:40]4[CH:45]=[CH:44][CH:43]=[C:42]([F:46])[C:41]=4[F:47])[C:38]([CH2:48][CH3:49])=[C:37]([OH:50])[C:36]3=[O:51])[CH:33]=[CH:34][C:29]=2[N:28]=[CH:27]1. (4) Given the product [CH3:21][O:20][C:17]1[CH:18]=[CH:19][C:14]([C@H:12]2[CH2:13][C@@H:11]2[CH2:10][O:9][C:3]2[C:2]([CH2:64][C:63]([O:69][CH2:70][CH3:71])=[O:68])=[CH:7][N:6]=[C:5]([CH3:8])[N:4]=2)=[N:15][CH:16]=1, predict the reactants needed to synthesize it. The reactants are: Br[C:2]1[C:3]([O:9][CH2:10][C@H:11]2[CH2:13][C@@H:12]2[C:14]2[CH:19]=[CH:18][C:17]([O:20][CH3:21])=[CH:16][N:15]=2)=[N:4][C:5]([CH3:8])=[N:6][CH:7]=1.C(P(C(C)(C)C)C1C=CC=CC=1C1C(C(C)(C)C)=CC(C(C)(C)C)=CC=1C(C)(C)C)(C)(C)C.[O-]P([O-])([O-])=O.[K+].[K+].[K+].[C:63]([O:69][CH2:70][CH3:71])(=[O:68])[CH2:64]C(C)=O.